The task is: Predict the reactants needed to synthesize the given product.. This data is from Full USPTO retrosynthesis dataset with 1.9M reactions from patents (1976-2016). (1) The reactants are: [C:1]([O:5][C:6]([N:8]1[CH2:13][CH2:12][C:11]([CH2:15][NH2:16])([F:14])[CH2:10][CH2:9]1)=[O:7])([CH3:4])([CH3:3])[CH3:2].C([N:24]1[CH:28]=[CH:27][N:26]=[CH:25]1)([N:24]1[CH:28]=[CH:27][N:26]=[CH:25]1)=S.N1C=CN=C1.NC1C=[CH:39][C:38]([F:41])=[CH:37][C:36]=1[S:42](N)(=[O:44])=[O:43].CN(C1C=CC=CN=1)C.C(N=C=NC(C)C)(C)C. Given the product [C:1]([O:5][C:6]([N:8]1[CH2:9][CH2:10][C:11]([F:14])([CH2:15][NH:16][C:25]2[NH:24][C:28]3[CH:27]=[CH:39][C:38]([F:41])=[CH:37][C:36]=3[S:42](=[O:44])(=[O:43])[N:26]=2)[CH2:12][CH2:13]1)=[O:7])([CH3:4])([CH3:3])[CH3:2], predict the reactants needed to synthesize it. (2) The reactants are: C1[O:3]C1.O[C:5]1[CH:10]=[CH:9][C:8]([C:11]([C:14]2[CH:19]=[CH:18][C:17]([OH:20])=CC=2)(C)C)=[CH:7][CH:6]=1.C1OC1C.C(O)(=O)C1C=CC(C(O)=O)=CC=1.C(O)(=O)CCCCC(O)=O.C([Sn](=O)CCCC)CCC. Given the product [CH:14]([CH:19]=[CH:18][C:17]([OH:20])=[O:3])=[CH:11][C:8]1[CH:7]=[CH:6][CH:5]=[CH:10][CH:9]=1, predict the reactants needed to synthesize it. (3) The reactants are: C(OC([N:8]1[CH2:13][CH2:12][CH:11]([C:14]2[CH:19]=[CH:18][C:17]([NH:20][C:21]([C:23]3[N:24]=[C:25]([C:32]4[CH:37]=[CH:36][CH:35]=[CH:34][CH:33]=4)[O:26][C:27]=3[C:28]([F:31])([F:30])[F:29])=[O:22])=[CH:16][CH:15]=2)[CH2:10][CH2:9]1)=O)(C)(C)C.FC(F)(F)C(O)=O. Given the product [NH:8]1[CH2:13][CH2:12][CH:11]([C:14]2[CH:15]=[CH:16][C:17]([NH:20][C:21]([C:23]3[N:24]=[C:25]([C:32]4[CH:37]=[CH:36][CH:35]=[CH:34][CH:33]=4)[O:26][C:27]=3[C:28]([F:29])([F:30])[F:31])=[O:22])=[CH:18][CH:19]=2)[CH2:10][CH2:9]1, predict the reactants needed to synthesize it. (4) Given the product [Cl:1][C:2]1[C:11]([CH:21]([OH:23])[CH3:22])=[CH:10][C:9]2[C:4](=[C:5]([F:12])[CH:6]=[CH:7][CH:8]=2)[N:3]=1, predict the reactants needed to synthesize it. The reactants are: [Cl:1][C:2]1[CH:11]=[CH:10][C:9]2[C:4](=[C:5]([F:12])[CH:6]=[CH:7][CH:8]=2)[N:3]=1.C([N-]C(C)C)(C)C.[Li+].[CH:21](=[O:23])[CH3:22]. (5) Given the product [CH3:40][C:39]1[CH:38]=[C:37]([CH3:41])[CH:36]=[C:35]([CH3:42])[C:34]=1[NH:31][C:32]([NH:1][C:2]1[C:3]([C:12]([N:14]2[CH2:19][CH2:18][N:17]([C:20]([O:22][C:23]([CH3:24])([CH3:25])[CH3:26])=[O:21])[CH2:16][C@H:15]2[C:27]([O:29][CH3:30])=[O:28])=[O:13])=[CH:4][C:5]2[C:10]([CH:11]=1)=[CH:9][CH:8]=[CH:7][CH:6]=2)=[O:33], predict the reactants needed to synthesize it. The reactants are: [NH2:1][C:2]1[C:3]([C:12]([N:14]2[CH2:19][CH2:18][N:17]([C:20]([O:22][C:23]([CH3:26])([CH3:25])[CH3:24])=[O:21])[CH2:16][C@H:15]2[C:27]([O:29][CH3:30])=[O:28])=[O:13])=[CH:4][C:5]2[C:10]([CH:11]=1)=[CH:9][CH:8]=[CH:7][CH:6]=2.[N:31]([C:34]1[C:39]([CH3:40])=[CH:38][C:37]([CH3:41])=[CH:36][C:35]=1[CH3:42])=[C:32]=[O:33].